From a dataset of Full USPTO retrosynthesis dataset with 1.9M reactions from patents (1976-2016). Predict the reactants needed to synthesize the given product. (1) Given the product [Cl:29][C:13]1[CH:12]=[C:11]([CH2:10][C:1]#[N:2])[CH:27]=[C:26]([Cl:28])[C:14]=1[CH2:15][C:16]1[CH:17]=[C:18]([CH:23]([CH3:25])[CH3:24])[C:19](=[O:22])[NH:20][N:21]=1, predict the reactants needed to synthesize it. The reactants are: [C-:1]#[N:2].[Na+].S(=O)(=O)(O)O.Br[CH2:10][C:11]1[CH:27]=[C:26]([Cl:28])[C:14]([CH2:15][C:16]2[CH:17]=[C:18]([CH:23]([CH3:25])[CH3:24])[C:19](=[O:22])[NH:20][N:21]=2)=[C:13]([Cl:29])[CH:12]=1.C(=O)(O)[O-].[Na+]. (2) The reactants are: [Cl:1][C:2]1[CH:9]=[C:8]([NH:10][C@H:11]2[CH2:15][C:14](=[O:16])[N:13]([CH:17]([CH3:19])C)[CH2:12]2)[CH:7]=[CH:6][C:3]=1[C:4]#[N:5].Cl.Cl[C:22]1[CH:23]=[C:24](N[C@H](CNC(C)C)CC(O)=O)C=[CH:26][C:27]=1C#N. Given the product [Cl:1][C:2]1[CH:9]=[C:8]([NH:10][C@H:11]2[CH2:15][C:14](=[O:16])[N:13]([CH2:17][C:19]3[CH:24]=[CH:23][CH:22]=[CH:27][CH:26]=3)[CH2:12]2)[CH:7]=[CH:6][C:3]=1[C:4]#[N:5], predict the reactants needed to synthesize it.